Predict which catalyst facilitates the given reaction. From a dataset of Catalyst prediction with 721,799 reactions and 888 catalyst types from USPTO. (1) Reactant: [CH2:1]([C:4]1[CH:5]=[N:6][C:7]([N:10]2[CH2:14][C@H:13]([S:15][C:16]([C:29]3[CH:34]=[CH:33][CH:32]=[CH:31][CH:30]=3)([C:23]3[CH:28]=[CH:27][CH:26]=[CH:25][CH:24]=3)[C:17]3[CH:22]=[CH:21][CH:20]=[CH:19][CH:18]=3)[CH2:12][C@H:11]2[CH2:35]O)=[N:8][CH:9]=1)[CH2:2][CH3:3].C1(P(C2C=CC=CC=2)C2C=CC=CC=2)C=CC=CC=1.[C:56]1(=[O:66])[NH:60][C:59](=[O:61])[C:58]2=[CH:62][CH:63]=[CH:64][CH:65]=[C:57]12.CCOC(/N=N/C(OCC)=O)=O. Product: [CH2:1]([C:4]1[CH:5]=[N:6][C:7]([N:10]2[CH2:14][C@H:13]([S:15][C:16]([C:29]3[CH:34]=[CH:33][CH:32]=[CH:31][CH:30]=3)([C:23]3[CH:24]=[CH:25][CH:26]=[CH:27][CH:28]=3)[C:17]3[CH:22]=[CH:21][CH:20]=[CH:19][CH:18]=3)[CH2:12][C@H:11]2[CH2:35][N:60]2[C:56](=[O:66])[C:57]3[C:58](=[CH:62][CH:63]=[CH:64][CH:65]=3)[C:59]2=[O:61])=[N:8][CH:9]=1)[CH2:2][CH3:3]. The catalyst class is: 20. (2) Reactant: [O:1]=[C:2]1[C:14]2[C:5](=[C:6]3[C:11](=[CH:12][CH:13]=2)[CH:10]([CH2:15]OS(C2C=CC(C)=CC=2)(=O)=O)[O:9][CH2:8][CH2:7]3)[CH2:4][O:3]1.C(=O)(O)[O-].[Cl-].[OH:32][CH:33]([C:41]1[CH:50]=[CH:49][C:44]2[C:45](=[O:48])[O:46][CH2:47][C:43]=2[C:42]=1[CH3:51])[CH2:34][NH+:35]1[CH2:40][CH2:39][NH:38][CH2:37][CH2:36]1. Product: [OH:32][CH:33]([C:41]1[CH:50]=[CH:49][C:44]2[C:45](=[O:48])[O:46][CH2:47][C:43]=2[C:42]=1[CH3:51])[CH2:34][N:35]1[CH2:40][CH2:39][N:38]([CH2:15][CH:10]2[C:11]3[C:6](=[C:5]4[CH2:4][O:3][C:2](=[O:1])[C:14]4=[CH:13][CH:12]=3)[CH2:7][CH2:8][O:9]2)[CH2:37][CH2:36]1. The catalyst class is: 10. (3) Reactant: [Br:1][C:2]1[CH:7]=[C:6]([CH3:8])[CH:5]=[C:4]([CH3:9])[C:3]=1[OH:10].Br[CH2:12][C:13]([O:15][CH3:16])=[O:14].C(=O)([O-])[O-].[Cs+].[Cs+]. Product: [Br:1][C:2]1[CH:7]=[C:6]([CH3:8])[CH:5]=[C:4]([CH3:9])[C:3]=1[O:10][CH2:12][C:13]([O:15][CH3:16])=[O:14]. The catalyst class is: 10. (4) Reactant: [F:1][C:2]1[CH:9]=[CH:8][C:5]([CH:6]=O)=[CH:4][CH:3]=1.Cl.[NH2:11][OH:12].[OH-].[Na+]. Product: [F:1][C:2]1[CH:9]=[CH:8][C:5](/[CH:6]=[N:11]\[OH:12])=[CH:4][CH:3]=1. The catalyst class is: 40. (5) Reactant: [C:1]([O:5][C:6](=[O:42])[NH:7][C@H:8]([C:23](C1C=CC=CC=1)(C1C=CC=CC=1)[O:24][SiH2]C(C)(C)C)[CH2:9][CH2:10][N:11]1[CH2:14][CH:13]([S:15][C:16]2[CH:21]=[CH:20][C:19]([Cl:22])=[CH:18][CH:17]=2)[CH2:12]1)([CH3:4])([CH3:3])[CH3:2].[F-].C([N+](CCCC)(CCCC)CCCC)CCC. Product: [C:1]([O:5][C:6](=[O:42])[NH:7][C@H:8]([CH2:23][OH:24])[CH2:9][CH2:10][N:11]1[CH2:12][CH:13]([S:15][C:16]2[CH:17]=[CH:18][C:19]([Cl:22])=[CH:20][CH:21]=2)[CH2:14]1)([CH3:2])([CH3:4])[CH3:3]. The catalyst class is: 1. (6) Product: [Cl:8][C:6]1[CH:5]=[CH:4][C:3]([F:9])=[C:2]([CH:7]=1)[C:18]([CH:20]1[CH2:25][CH2:24][N:23]([C:26]([O:28][C:29]([CH3:32])([CH3:31])[CH3:30])=[O:27])[CH2:22][CH2:21]1)=[O:19]. The catalyst class is: 1. Reactant: Br[C:2]1[CH:7]=[C:6]([Cl:8])[CH:5]=[CH:4][C:3]=1[F:9].[Li]CCCC.CON(C)[C:18]([CH:20]1[CH2:25][CH2:24][N:23]([C:26]([O:28][C:29]([CH3:32])([CH3:31])[CH3:30])=[O:27])[CH2:22][CH2:21]1)=[O:19]. (7) Reactant: C([O:9][C:10]1[CH:27]=[CH:26][C:13]2[N:14]=[C:15]([NH:17][C:18]([C:20]3[CH:25]=[CH:24][CH:23]=[CH:22][CH:21]=3)=[O:19])[S:16][C:12]=2[CH:11]=1)(=O)C1C=CC=CC=1.[OH-].[Na+].O.Cl. Product: [OH:9][C:10]1[CH:27]=[CH:26][C:13]2[N:14]=[C:15]([NH:17][C:18](=[O:19])[C:20]3[CH:25]=[CH:24][CH:23]=[CH:22][CH:21]=3)[S:16][C:12]=2[CH:11]=1. The catalyst class is: 5. (8) Product: [Cl:1][C:2]1[C:10]([Cl:11])=[C:9]2[C:5]([CH2:6][C:7]([CH2:13][CH:14]3[CH2:15][CH2:16][CH2:17][CH2:18]3)([CH3:12])[C:8]2=[O:46])=[CH:4][C:3]=1[O:19][CH2:20][C:22]1[CH:23]=[CH:24][C:25]([C:26]2[NH:27][N:32]=[N:31][N:30]=2)=[CH:28][CH:29]=1. The catalyst class is: 11. Reactant: [Cl:1][C:2]1[C:10]([Cl:11])=[C:9]2[C:5]([CH2:6][C:7]([CH2:13][CH:14]3[CH2:18][CH2:17][CH2:16][CH2:15]3)([CH3:12])[CH2:8]2)=[CH:4][C:3]=1[O:19][C:20]([C:22]1[CH:29]=[CH:28][C:25]([C:26]#[N:27])=[CH:24][CH:23]=1)=O.[N:30]([Si](C)(C)C)=[N+:31]=[N-:32].C([Sn](=[O:46])CCCC)CCC. (9) Reactant: [Cl:1][C:2]1[CH:7]=[C:6]([C:8]2[CH:13]=[CH:12][CH:11]=[C:10]([CH3:14])[N:9]=2)[CH:5]=[CH:4][C:3]=1[C:15]1[C:27](=[O:28])[N:26]([CH2:29][CH2:30][N:31]2[CH2:36][CH2:35][N:34](C(OC(C)(C)C)=O)[CH2:33][CH2:32]2)[C:18]2[N:19]=[C:20]([NH:23][CH2:24][CH3:25])[N:21]=[CH:22][C:17]=2[CH:16]=1.Cl.O1CCOCC1. Product: [Cl:1][C:2]1[CH:7]=[C:6]([C:8]2[CH:13]=[CH:12][CH:11]=[C:10]([CH3:14])[N:9]=2)[CH:5]=[CH:4][C:3]=1[C:15]1[C:27](=[O:28])[N:26]([CH2:29][CH2:30][N:31]2[CH2:36][CH2:35][NH:34][CH2:33][CH2:32]2)[C:18]2[N:19]=[C:20]([NH:23][CH2:24][CH3:25])[N:21]=[CH:22][C:17]=2[CH:16]=1. The catalyst class is: 61.